Binary Classification. Given a miRNA mature sequence and a target amino acid sequence, predict their likelihood of interaction. From a dataset of Experimentally validated miRNA-target interactions with 360,000+ pairs, plus equal number of negative samples. (1) The miRNA is cel-miR-64-5p with sequence UAUGACACUGAAGCGUUACCGAA. The protein sequence of the target gene is MEMQDLTSPHSRLSGSSESPSGPKLDSSHINSTSMTPNGTEVKTEPMSSSEIASTAADGSLDSFSGSALGSSSFSPRPAHPFSPPQIYPSKSYPHILPTPSSQTMAAYGQTQFTTGMQQATAYATYPQPGQPYGISSYGALWAGIKTESGLSQSQSPGQTGFLSYGTSFGTPQPGQAPYSYQMQGSSFTTSSGLYSGNNSLTNSSGFNSSQQDYPSYPGFGQGQYAQYYNSSPYPAHYMTSSNTSPTTPSTNATYQLQEPPSGVTSQAVTDPTAEYSTIHSPSTPIKETDSERLRRGSDG.... Result: 0 (no interaction). (2) The miRNA is hsa-miR-503-5p with sequence UAGCAGCGGGAACAGUUCUGCAG. The protein sequence of the target gene is MEESMEEEEGGSYEAMMDDQNHNNWEAAVDGFRQPLPPPPPPSSIPAPAREPPGGQLLAVPAVSVDRKGPKEGLPMGPQPPPEANGVIMMLKSCDAAAAVAKAAPAPTASSTININTSTSKFLMNVITIEDYKSTYWPKLDGAIDQLLTQSPGDYIPISYEQIYSCVYKCVCQQHSEQMYSDLIKKITNHLERVSKELQASPPDLYIERFNIALGQYMGALQSIVPLFIYMNKFYIETKLNRDLKDDLIKLFTEHVAEKHIYSLMPLLLEAQSTPFQVTPSTMANIVKGLYTLRPEWVQM.... Result: 1 (interaction). (3) The miRNA is mmu-let-7c-5p with sequence UGAGGUAGUAGGUUGUAUGGUU. The protein sequence of the target gene is MSWGTELWDQFDNLEKHTQWGIDILEKYIKFVKERTEIELSYAKQLRNLSKKYQPKKNSKEEEEYKYTACKAFLSTLNEMNDYAGQHEVISENMTSQITVDLMRYVQELKQERKSNFHDGRKAQQHIETCWKQLESSKRRFERDCKEADRAQQYFEKMDADINVTKADVEKARQQAQIRQQMAEDSKADYSLILQRFNQEQWEYYHTHIPNIFQKIQEMEERRIVRIGESMKTYAEVDRQVIPIIGKCLDGIVKAAESIDQKNDSQLVVEAYKSGFEPPGDIEFEDYTQPMKRTVSDNSL.... Result: 0 (no interaction). (4) The miRNA is mmu-miR-511-5p with sequence AUGCCUUUUGCUCUGCACUCA. The protein sequence of the target gene is MQCRLPRGLAGALLTLLCMGLLCLRYHLNLSPQRVQGTPELSQPNPGPPKLQLHDVFIAVKTTRAFHRLRLELLLDTWVSRTREQTFVFTDSPDKGLQERLGSHLVVTNCSAEHSHPALSCKMAAEFDTFLASGLRWFCHVDDDNYVNPRALLQLLRAFPLARDVYVGRPSLNRPIHASEPQPHNRTRLVQFWFATGGAGFCINRKLALKMAPWASGSRFMDTSALIRLPDDCTMGYIIECKLGGRLQPSPLFHSHLETLQLLRTAQLPEQVTLSYGVFEGKLNVIKLQGPFSPEEDPSR.... Result: 0 (no interaction). (5) The miRNA is mmu-miR-3093-3p with sequence UGUGGACACCGUGGGAGGUUGG. The protein sequence of the target gene is MLSPKIRQARRARSKSLVMGEQSRSPGRMPCPHRLGPVLKAGWLKKQRSIMKNWQQRWFVLRGDQLFYYKDKDEIKPQGFISLQGTQVTELPPGPEDPGKHLFEISPGGAGEREKVPANPEALLLMASSQRDMEDWVQAIRRVIWAPLGGGIFGQRLEETVHHERKYGPRLAPLLVEQCVDFIRERGLTEEGLFRMPGQANLVRDLQDSFDCGEKPLFDSTTDVHTVASLLKLYLRELPEPVVPFARYEDFLSCAQLLTKDEGEGTLELAKQVSNLPQANYNLLRYICKFLDEVQAYSNV.... Result: 0 (no interaction). (6) The miRNA is hsa-miR-320d with sequence AAAAGCUGGGUUGAGAGGA. The protein sequence of the target gene is MPQPSVSGMDPPFGDAFRSHTFSEQTLMSTDLLANSSDPDFMYELDREMNYQQNPRDNFLSLEDCKDIENLESFTDVLDNEGALTSNWEQWDTYCEDLTKYTKLTSCDIWGTKEVDYLGLDDFSSPYQDEEVISKTPTLAQLNSEDSQSVSDSLYYPDSLFSVKQNPLPSSFPGKKITSRAAAPVCSSKTLQAEVPLSDCVQKASKPTSSTQIMVKTNMYHNEKVNFHVECKDYVKKAKVKINPVQQSRPLLSQIHTDAAKENTCYCGAVAKRQEKKGMEPLQGHATPALPFKETQELLL.... Result: 1 (interaction).